From a dataset of Reaction yield outcomes from USPTO patents with 853,638 reactions. Predict the reaction yield, written as a fraction of the theoretical maximum amount of product (1.0 means a 100% yield; for example, 0.34 means a 34% yield). The reactants are [C:1]([O:4][C:5]1[N:6]=[C:7]([CH2:19]Br)[C:8]2[C:13]([CH:14]=1)=[CH:12][C:11]([O:15][CH3:16])=[C:10]([O:17][CH3:18])[CH:9]=2)(=[O:3])[CH3:2].[C:21]1(=[O:31])[NH:25][C:24](=[O:26])[C:23]2=[CH:27][CH:28]=[CH:29][CH:30]=[C:22]12.[K]. The catalyst is CN(C=O)C.CCOCC.O. The product is [C:1]([O:4][C:5]1[N:6]=[C:7]([CH2:19][N:25]2[C:21](=[O:31])[C:22]3[C:23](=[CH:27][CH:28]=[CH:29][CH:30]=3)[C:24]2=[O:26])[C:8]2[C:13]([CH:14]=1)=[CH:12][C:11]([O:15][CH3:16])=[C:10]([O:17][CH3:18])[CH:9]=2)(=[O:3])[CH3:2]. The yield is 0.680.